From a dataset of Catalyst prediction with 721,799 reactions and 888 catalyst types from USPTO. Predict which catalyst facilitates the given reaction. (1) Reactant: [F:1][C:2]1[CH:3]=[C:4]([C:20]([OH:22])=O)[C:5]2[CH:6]=[C:7]([NH:12][C@H:13]3[CH2:18][CH2:17][C@H:16]([OH:19])[CH2:15][CH2:14]3)[N:8]=[CH:9][C:10]=2[CH:11]=1.CN(C(ON1N=NC2C=CC=NC1=2)=[N+](C)C)C.F[P-](F)(F)(F)(F)F.C(N(CC)CC)C.[NH2:54][CH2:55][CH2:56][OH:57]. Product: [F:1][C:2]1[CH:3]=[C:4]([C:20]([NH:54][CH2:55][CH2:56][OH:57])=[O:22])[C:5]2[CH:6]=[C:7]([NH:12][C@H:13]3[CH2:18][CH2:17][C@H:16]([OH:19])[CH2:15][CH2:14]3)[N:8]=[CH:9][C:10]=2[CH:11]=1. The catalyst class is: 44. (2) Reactant: [O:1]1[CH2:4][C:3](=O)[CH2:2]1.C1(P(=[CH:25][C:26]([O:28][CH2:29][C:30]2[CH:35]=[CH:34][CH:33]=[CH:32][CH:31]=2)=[O:27])(C2C=CC=CC=2)C2C=CC=CC=2)C=CC=CC=1. Product: [O:1]1[CH2:2][C:3](=[CH:25][C:26]([O:28][CH2:29][C:30]2[CH:35]=[CH:34][CH:33]=[CH:32][CH:31]=2)=[O:27])[CH2:4]1. The catalyst class is: 4.